Dataset: Forward reaction prediction with 1.9M reactions from USPTO patents (1976-2016). Task: Predict the product of the given reaction. (1) Given the reactants [Cl:1][C:2]1[CH:7]=[CH:6][C:5]([C:8]2[N:13]=[CH:12][C:11]([O:14]C)=[CH:10][N:9]=2)=[CH:4][CH:3]=1, predict the reaction product. The product is: [Cl:1][C:2]1[CH:3]=[CH:4][C:5]([C:8]2[N:9]=[CH:10][C:11]([OH:14])=[CH:12][N:13]=2)=[CH:6][CH:7]=1. (2) Given the reactants [NH2:1][C:2]1[C:7]([C:8]([O:10]C)=[O:9])=[C:6]([Cl:12])[N:5]=[CH:4][CH:3]=1.[Li+].[OH-], predict the reaction product. The product is: [NH2:1][C:2]1[C:7]([C:8]([OH:10])=[O:9])=[C:6]([Cl:12])[N:5]=[CH:4][CH:3]=1. (3) Given the reactants [CH3:1][O:2][C:3]1[CH:8]=[C:7]([CH3:9])[N:6]=[C:5]([N:10]([CH3:12])[CH3:11])[N:4]=1.Br[CH2:14][CH2:15][CH2:16][CH2:17][CH2:18][CH2:19][CH2:20][CH2:21][CH3:22].[Li]CCCC, predict the reaction product. The product is: [CH2:9]([C:7]1[CH:8]=[C:3]([O:2][CH3:1])[N:4]=[C:5]([N:10]([CH3:12])[CH3:11])[N:6]=1)[CH2:14][CH2:15][CH2:16][CH2:17][CH2:18][CH2:19][CH2:20][CH2:21][CH3:22].